This data is from Forward reaction prediction with 1.9M reactions from USPTO patents (1976-2016). The task is: Predict the product of the given reaction. Given the reactants [Cl:1][C:2]1[C:3]([NH:18][CH:19]2[CH2:21][CH2:20]2)=[N:4][C:5]([NH:8][C:9]2[CH:10]=[C:11]([CH:15]([OH:17])[CH3:16])[CH:12]=[CH:13][CH:14]=2)=[N:6][CH:7]=1.S([O-])([O-])(=O)=O.[Ce+4].S([O-])([O-])(=O)=O.C1(C)C=CC(S(O)(=O)=O)=CC=1.[CH3:44][O:45][CH2:46][CH2:47][CH2:48]O, predict the reaction product. The product is: [Cl:1][C:2]1[C:3]([NH:18][CH:19]2[CH2:21][CH2:20]2)=[N:4][C:5]([NH:8][C:9]2[CH:14]=[CH:13][CH:12]=[C:11]([CH:15]([O:17][CH2:48][CH2:47][CH2:46][O:45][CH3:44])[CH3:16])[CH:10]=2)=[N:6][CH:7]=1.